Dataset: Full USPTO retrosynthesis dataset with 1.9M reactions from patents (1976-2016). Task: Predict the reactants needed to synthesize the given product. (1) Given the product [C:1]([O:5][C:6](=[O:19])[NH:7][CH2:8][C@H:9]1[CH2:10][CH2:11][C@H:12]([CH2:15][NH2:16])[CH2:13][CH2:14]1)([CH3:4])([CH3:2])[CH3:3], predict the reactants needed to synthesize it. The reactants are: [C:1]([O:5][C:6](=[O:19])[NH:7][CH2:8][C@H:9]1[CH2:14][CH2:13][C@H:12]([CH2:15][N:16]=[N+]=[N-])[CH2:11][CH2:10]1)([CH3:4])([CH3:3])[CH3:2].[H][H]. (2) Given the product [Br:1][C:2]1[C:7]([CH3:8])=[CH:6][C:5]([O:9][CH2:12][CH:13]2[CH2:17][CH2:16][CH2:15][O:14]2)=[CH:4][C:3]=1[CH3:10], predict the reactants needed to synthesize it. The reactants are: [Br:1][C:2]1[C:7]([CH3:8])=[CH:6][C:5]([OH:9])=[CH:4][C:3]=1[CH3:10].Br[CH2:12][CH:13]1[CH2:17][CH2:16][CH2:15][O:14]1. (3) Given the product [Cl:1][C:2]1[N:11]=[C:10]([N:12]([C:13]2[CH:18]=[C:17]([O:19][CH3:20])[CH:16]=[CH:15][C:14]=2[O:21][CH3:22])[CH3:23])[C:9]2[C:4](=[CH:5][CH:6]=[CH:7][CH:8]=2)[N:3]=1, predict the reactants needed to synthesize it. The reactants are: [Cl:1][C:2]1[N:11]=[C:10]([NH:12][C:13]2[CH:18]=[C:17]([O:19][CH3:20])[CH:16]=[CH:15][C:14]=2[O:21][CH3:22])[C:9]2[C:4](=[CH:5][CH:6]=[CH:7][CH:8]=2)[N:3]=1.[CH3:23]I.